The task is: Binary Classification. Given a miRNA mature sequence and a target amino acid sequence, predict their likelihood of interaction.. This data is from Experimentally validated miRNA-target interactions with 360,000+ pairs, plus equal number of negative samples. (1) The miRNA is hsa-miR-21-5p with sequence UAGCUUAUCAGACUGAUGUUGA. The protein sequence of the target gene is MTPEGTGLQFVSPFAFEAMQKVDVVRLASLSDPELRLLLPCLVRMALCAPADQSQSWAQDKKLILRLLSGVEAVNSIVALLSVDFHALEQDASKEQQLRHKLGGGSGESILVSQLQHGLTLEFEHSDSPRRLRLVLSELLAIMNKVSECNGEFFFKSSELFESAVYLEEAADVLCILQAELPSLLPIVDVAEALLRVRNGAWFLCLLVANVPDSFNEVCRGLIKNGERQDEESLGGRRRTDALRFLCRMNPSQALKVRGMVVEECHLPGLGVALTLDHTKTEACEDGVSDLVCFVSGLLL.... Result: 0 (no interaction). (2) The miRNA is rno-miR-429 with sequence UAAUACUGUCUGGUAAUGCCGU. The protein sequence of the target gene is MVDLSVSPDSLKPVSLTSSLVFLMHLLLLQPGEPSSEVKVLGPEYPILALVGEEVEFPCHLWPQLDAQQMEIRWFRSQTFNVVHLYQEQQELPGRQMPAFRNRTKLVKDDIAYGSVVLQLHSIIPSDKGTYGCRFHSDNFSGEALWELEVAGLGSDPHLSLEGFKEGGIQLRLRSSGWYPKPKVQWRDHQGQCLPPEFEAIVWDAQDLFSLETSVVVRAGALSNVSVSIQNLLLSQKKELVVQIADVFVPGASAWKSAFVATLPLLLVLAALALGVLRKQRRSREKLRKQAEKRQEKLTA.... Result: 0 (no interaction). (3) The miRNA is hsa-miR-592 with sequence UUGUGUCAAUAUGCGAUGAUGU. The protein sequence of the target gene is MDLLSGTYIFAVLLACVVFHSGAQEKNYTIREEMPENVLIGDLLKDLNLSLIPNKSLTTAMQFKLVYKTGDVPLIRIEEDTGEIFTTGARIDREKLCAGIPRDEHCFYEVEVAILPDEIFRLVKIRFLIEDINDNAPLFPATVINISIPENSAINSKYTLPAAVDPDVGINGVQNYELIKSQNIFGLDVIETPEGDKMPQLIVQKELDREEKDTYVMKVKVEDGGFPQRSSTAILQVSVTDTNDNHPVFKETEIEVSIPENAPVGTSVTQLHATDADIGENAKIHFSFSNLVSNIARRLF.... Result: 0 (no interaction). (4) The miRNA is mmu-miR-467b-3p with sequence AUAUACAUACACACACCAACAC. The protein sequence of the target gene is MGSRPPCGATSSARRACQFPAPMAAAREPELPQEAPATEPAPPPACRFFLEGRCRFGARCRQPHPGAPAPPGREAQPEAGAKKPPLRTAADVIQRIRWDPRLDPADFSVGYVDRFLGVREEPFSAFCWDQPLAALGPGVLAVPQHRVRFFRFHGRLVWDRASRTDLVFGSGSAAGRGPTILDAPNTEGAHGAEGAEWTLAGTGQEAQAAPKRGSTRPLCTGHQEPGVEEPGELEAAQERALGTAADLGTLAPRGRLAGVTEEALKPTAATRTTLLGGKEAQALGVPGGSAETTEAEWGPA.... Result: 0 (no interaction). (5) The miRNA is hsa-miR-1250-3p with sequence ACAUUUUCCAGCCCAUUCA. The protein sequence of the target gene is MAAGGGGSYDPLAPAGVPCAFSPDSQAYFALASSDGQLRVWETANNRLHQEYVPSAHLSGTCTCLAWAPARLQAKESHQRKKRKSEVTGTKDQADLLALGTAVGSILLYSTVRGELHSKLTSGGHENRVNCIQWHQDNDCLYSCSDDKYIVEWSTQTCKVKCKWKGDNSSVSSLCISPDGKMLLSAGRTIKLWVLETKEVYRHFTGHATPVSSLRFTTIRPNESQPSDGITGLYFLSGAVHDRLLNVWQVRSENKEKSAVMSFTVTDEPVYVDLTLSENKEEPVKLAVVCRDGQVHLFEH.... Result: 0 (no interaction).